From a dataset of Catalyst prediction with 721,799 reactions and 888 catalyst types from USPTO. Predict which catalyst facilitates the given reaction. (1) Reactant: [CH3:1][O:2][C:3]1[CH:8]=[CH:7][CH:6]=[CH:5][C:4]=1[C:9](=[O:16])[CH2:10][C:11]([O:13][CH2:14][CH3:15])=[O:12].S(Cl)([Cl:20])(=O)=O. Product: [Cl:20][CH:10]([C:9]([C:4]1[CH:5]=[CH:6][CH:7]=[CH:8][C:3]=1[O:2][CH3:1])=[O:16])[C:11]([O:13][CH2:14][CH3:15])=[O:12]. The catalyst class is: 27. (2) Reactant: [CH3:1][O:2][C:3]([C:5]1[CH:6]=[C:7]2[C:11](=[CH:12][CH:13]=1)[N:10]([CH2:14][C:15](=[O:32])[CH2:16][O:17][C:18]1[CH:23]=[CH:22][C:21]([CH2:24][CH2:25][CH2:26][CH2:27][CH2:28][CH2:29][CH2:30][CH3:31])=[CH:20][CH:19]=1)[CH:9]=[C:8]2[C:33](=[O:42])[CH2:34][CH2:35][CH2:36][CH2:37][C:38]([O:40][CH3:41])=[O:39])=[O:4].[CH3:43][O:44]C(OC)OC.[CH3:50]O. Product: [CH3:1][O:2][C:3]([C:5]1[CH:6]=[C:7]2[C:11](=[CH:12][CH:13]=1)[N:10]([CH2:14][C:15]([O:44][CH3:43])([O:32][CH3:50])[CH2:16][O:17][C:18]1[CH:23]=[CH:22][C:21]([CH2:24][CH2:25][CH2:26][CH2:27][CH2:28][CH2:29][CH2:30][CH3:31])=[CH:20][CH:19]=1)[CH:9]=[C:8]2[C:33](=[O:42])[CH2:34][CH2:35][CH2:36][CH2:37][C:38]([O:40][CH3:41])=[O:39])=[O:4]. The catalyst class is: 65.